This data is from Catalyst prediction with 721,799 reactions and 888 catalyst types from USPTO. The task is: Predict which catalyst facilitates the given reaction. (1) Reactant: FC1C=CC([O:8][S:9]([C:12]2[CH:17]=[CH:16][C:15]([O:18][C:19]3[CH:24]=[CH:23][C:22]([F:25])=[CH:21][CH:20]=3)=[CH:14][CH:13]=2)(=[O:11])=[O:10])=CC=1.[OH-].[Na+]. Product: [F:25][C:22]1[CH:23]=[CH:24][C:19]([O:18][C:15]2[CH:14]=[CH:13][C:12]([S:9]([OH:11])(=[O:8])=[O:10])=[CH:17][CH:16]=2)=[CH:20][CH:21]=1. The catalyst class is: 8. (2) Reactant: [OH:1][CH:2]1[CH2:7][CH2:6][NH:5][CH2:4][CH2:3]1.[CH3:8][S:9][C:10](SC)=[N:11][C:12]#[N:13]. Product: [C:12]([N:11]=[C:10]([N:5]1[CH2:6][CH2:7][CH:2]([OH:1])[CH2:3][CH2:4]1)[S:9][CH3:8])#[N:13]. The catalyst class is: 8.